From a dataset of Reaction yield outcomes from USPTO patents with 853,638 reactions. Predict the reaction yield, written as a fraction of the theoretical maximum amount of product (1.0 means a 100% yield; for example, 0.34 means a 34% yield). (1) The reactants are [Cl:1][C:2]1[CH:3]=[N:4][N:5]([CH3:26])[C:6]=1[C:7]1[CH:8]=[C:9]([NH:14][C:15](=[O:25])[C:16]2[CH:21]=[CH:20][C:19]([O:22][CH3:23])=[CH:18][C:17]=2[F:24])[CH:10]=[CH:11][C:12]=1[OH:13].C1(P(C2C=CC=CC=2)C2C=CC=CC=2)C=CC=CC=1.ClC1C=NN(C)C=1C1C=C(NC(=O)C2C=CC(OC)=CC=2F)C=CC=1O.C1COCC1.CC(OC(/N=N/C(OC(C)C)=O)=O)C.[F:91][C:92]([F:106])([F:105])[CH2:93][CH:94]([NH:97]C(=O)OC(C)(C)C)[CH2:95]O.[C:107]([OH:113])([C:109]([F:112])([F:111])[F:110])=[O:108]. The catalyst is C1COCC1. The product is [F:110][C:109]([F:112])([F:111])[C:107]([OH:113])=[O:108].[NH2:97][CH:94]([CH2:93][C:92]([F:106])([F:105])[F:91])[CH2:95][O:13][C:12]1[CH:11]=[CH:10][C:9]([NH:14][C:15](=[O:25])[C:16]2[CH:21]=[CH:20][C:19]([O:22][CH3:23])=[CH:18][C:17]=2[F:24])=[CH:8][C:7]=1[C:6]1[N:5]([CH3:26])[N:4]=[CH:3][C:2]=1[Cl:1]. The yield is 0.245. (2) The reactants are Br[C:2]1[CH:12]=[C:11]([C:13]([O:15][CH2:16][CH3:17])=[O:14])[C:10](Br)=[CH:9][C:3]=1[C:4]([O:6][CH2:7][CH3:8])=[O:5].[Br-].[S:20]1[CH:24]=[CH:23][CH:22]=[C:21]1[Zn+].[NH4+].[Cl-]. The catalyst is C1(P(C2C=CC=CC=2)C2C=CC=CC=2)C=CC=CC=1.C1(P(C2C=CC=CC=2)C2C=CC=CC=2)C=CC=CC=1.C1(P(C2C=CC=CC=2)C2C=CC=CC=2)C=CC=CC=1.C1(P(C2C=CC=CC=2)C2C=CC=CC=2)C=CC=CC=1.[Pd]. The product is [S:20]1[CH:24]=[CH:23][CH:22]=[C:21]1[C:2]1[CH:12]=[C:11]([C:13]([O:15][CH2:16][CH3:17])=[O:14])[C:10]([C:21]2[S:20][CH:24]=[CH:23][CH:22]=2)=[CH:9][C:3]=1[C:4]([O:6][CH2:7][CH3:8])=[O:5]. The yield is 0.800. (3) The reactants are [C:1]1([C:7]2[O:11][N:10]=[C:9]([C:12]([NH:14][CH2:15][C:16]([OH:18])=O)=[O:13])[CH:8]=2)[CH:6]=[CH:5][CH:4]=[CH:3][CH:2]=1.CCN(C(C)C)C(C)C.C1C=CC2N(O)N=NC=2C=1.CCN=C=NCCCN(C)C.Cl.FC(F)(F)C(O)=O.[Br:57][C:58]1[CH:70]=[CH:69][CH:68]=[CH:67][C:59]=1[O:60][CH:61]1[CH2:66][CH2:65][NH:64][CH2:63][CH2:62]1. The catalyst is CN(C=O)C.O. The product is [Br:57][C:58]1[CH:70]=[CH:69][CH:68]=[CH:67][C:59]=1[O:60][CH:61]1[CH2:66][CH2:65][N:64]([C:16](=[O:18])[CH2:15][NH:14][C:12]([C:9]2[CH:8]=[C:7]([C:1]3[CH:2]=[CH:3][CH:4]=[CH:5][CH:6]=3)[O:11][N:10]=2)=[O:13])[CH2:63][CH2:62]1. The yield is 0.350. (4) The product is [N+:8]([C:7]1[C:2]([O:1][C:18](=[O:27])[N:19]([CH3:26])[C:20]2[CH:25]=[CH:24][CH:23]=[CH:22][CH:21]=2)=[N:3][CH:4]=[CH:5][CH:6]=1)([O-:10])=[O:9]. The catalyst is C(#N)C. The yield is 0.500. The reactants are [OH:1][C:2]1[C:7]([N+:8]([O-:10])=[O:9])=[CH:6][CH:5]=[CH:4][N:3]=1.[I-].C[N+]1C=CN([C:18](=[O:27])[N:19]([CH3:26])[C:20]2[CH:25]=[CH:24][CH:23]=[CH:22][CH:21]=2)C=1.C(N(CC)CC)C. (5) The reactants are [Br:1][C:2]1[CH:7]=[CH:6][C:5]([N+:8]([O-:10])=[O:9])=[CH:4][C:3]=1[OH:11].[CH3:12][O:13][CH2:14][CH2:15]Br.CCOC(C)=O. The catalyst is CN(C=O)C.[I-].[K+]. The product is [Br:1][C:2]1[CH:7]=[CH:6][C:5]([N+:8]([O-:10])=[O:9])=[CH:4][C:3]=1[O:11][CH2:15][CH2:14][O:13][CH3:12]. The yield is 0.910. (6) The reactants are Cl[CH2:2][C@H:3]1[CH2:7][O:6][C:5]([CH3:9])([CH3:8])[O:4]1.[Br:10][C:11]1[CH:16]=[CH:15][C:14]([OH:17])=[CH:13][C:12]=1[C:18]([F:21])([F:20])[F:19].C([O-])([O-])=O.[K+].[K+].O. The catalyst is CN(C=O)C. The product is [Br:10][C:11]1[CH:16]=[CH:15][C:14]([O:17][CH2:2][C@H:3]2[CH2:7][O:6][C:5]([CH3:9])([CH3:8])[O:4]2)=[CH:13][C:12]=1[C:18]([F:19])([F:20])[F:21]. The yield is 0.560. (7) The reactants are [Cl:1][C:2]1[C:7]([C:8]2[N:12]([CH3:13])[N:11]=[CH:10][N:9]=2)=[C:6](Cl)[N:5]=[CH:4][N:3]=1.[NH3:15]. The catalyst is CO. The product is [Cl:1][C:2]1[N:3]=[CH:4][N:5]=[C:6]([NH2:15])[C:7]=1[C:8]1[N:12]([CH3:13])[N:11]=[CH:10][N:9]=1. The yield is 0.310.